Task: Predict the reactants needed to synthesize the given product.. Dataset: Full USPTO retrosynthesis dataset with 1.9M reactions from patents (1976-2016) (1) Given the product [CH2:1]([C:3]1([C:7]2[CH:8]=[CH:9][C:10]([CH2:11][OH:12])=[CH:13][CH:14]=2)[CH2:4][CH2:5][CH2:6]1)[CH3:2], predict the reactants needed to synthesize it. The reactants are: [CH2:1]([C:3]1([C:7]2[CH:14]=[CH:13][C:10]([CH:11]=[O:12])=[CH:9][CH:8]=2)[CH2:6][CH2:5][CH2:4]1)[CH3:2].C(C1(C2C=CC(C=O)=CC=2)CC1)C.[BH4-].[K+]. (2) Given the product [Br:18][CH2:13][C:4]([C:3]1[CH:7]=[CH:8][CH:9]=[CH:10][C:2]=1[CH3:1])=[O:5], predict the reactants needed to synthesize it. The reactants are: [CH3:1][C:2]1[CH:10]=[CH:9][CH:8]=[CH:7][C:3]=1[C:4](Cl)=[O:5].[N+](=[CH:13][Si](C)(C)C)=[N-].[BrH:18].CCOC(C)=O.